Dataset: Full USPTO retrosynthesis dataset with 1.9M reactions from patents (1976-2016). Task: Predict the reactants needed to synthesize the given product. (1) The reactants are: CON(C)[C:4](=[O:16])[CH2:5][O:6][C:7]([CH3:15])([C:9]1[CH:14]=[CH:13][CH:12]=[CH:11][CH:10]=1)[CH3:8].[H-].[H-].[H-].[H-].[Li+].[Al+3]. Given the product [CH3:15][C:7]([C:9]1[CH:14]=[CH:13][CH:12]=[CH:11][CH:10]=1)([O:6][CH2:5][CH:4]=[O:16])[CH3:8], predict the reactants needed to synthesize it. (2) Given the product [CH3:35][C:10]1([CH3:34])[C@@H:9]([OH:8])[CH2:31][CH2:30][C@@:29]2([CH3:32])[C@H:11]1[CH2:12][CH2:13][C:14]1[C:15]3[C@:25]([CH3:33])([CH2:26][CH2:27][C:28]=12)[C@@H:18]([C@H:19]([CH3:24])[CH2:20][CH2:41][CH2:40][O:39][C:36](=[O:38])[CH3:37])[CH2:17][CH:16]=3, predict the reactants needed to synthesize it. The reactants are: [Si]([O:8][C@H:9]1[CH2:31][CH2:30][C@@:29]2([CH3:32])[C@@H:11]([CH2:12][CH2:13][C:14]3[C:15]4[C@:25]([CH3:33])([CH2:26][CH2:27][C:28]=32)[C@@H:18]([C@H:19]([CH3:24])[CH2:20]CCO)[CH2:17][CH:16]=4)[C:10]1([CH3:35])[CH3:34])(C(C)(C)C)(C)C.[C:36]([O:39][C:40](=O)[CH3:41])(=[O:38])[CH3:37]. (3) Given the product [F:33][C:25]1[CH:24]=[C:23]([CH:28]=[C:27]([S:29]([CH3:32])(=[O:31])=[O:30])[CH:26]=1)[O:21][C:4]1[CH:5]=[CH:6][C:7]([N:8]2[C:12]3[CH:13]=[CH:14][CH:15]=[C:16]([C:17]([F:20])([F:19])[F:18])[C:11]=3[N:10]=[CH:9]2)=[C:2]([CH3:1])[CH:3]=1, predict the reactants needed to synthesize it. The reactants are: [CH3:1][C:2]1[CH:3]=[C:4]([OH:21])[CH:5]=[CH:6][C:7]=1[N:8]1[C:12]2[CH:13]=[CH:14][CH:15]=[C:16]([C:17]([F:20])([F:19])[F:18])[C:11]=2[N:10]=[CH:9]1.F[C:23]1[CH:28]=[C:27]([S:29]([CH3:32])(=[O:31])=[O:30])[CH:26]=[C:25]([F:33])[CH:24]=1. (4) The reactants are: C1(C)C=CC(S([O:10][CH2:11][CH:12]2[CH2:21][CH2:20][C:15]3([O:19][CH2:18][CH2:17][O:16]3)[CH2:14][CH2:13]2)(=O)=O)=CC=1.[C:23]([O-])(=[S:25])[CH3:24].[K+].O. Given the product [C:23]([O:10][CH2:11][CH:12]1[CH2:13][CH2:14][C:15]2([O:16][CH2:17][CH2:18][O:19]2)[CH2:20][CH2:21]1)(=[S:25])[CH3:24], predict the reactants needed to synthesize it. (5) Given the product [CH3:1][O:2][CH2:3][CH2:4][NH:5][C:6]1[CH:14]=[C:13]([C:15]([F:18])([F:17])[F:16])[CH:12]=[CH:11][C:7]=1[C:8]([NH:54][C:50]([CH3:51])([C:52]#[CH:53])[CH3:49])=[O:10], predict the reactants needed to synthesize it. The reactants are: [CH3:1][O:2][CH2:3][CH2:4][NH:5][C:6]1[CH:14]=[C:13]([C:15]([F:18])([F:17])[F:16])[CH:12]=[CH:11][C:7]=1[C:8]([OH:10])=O.CCN=C=NCCCN(C)C.C1C=CC2N(O)N=NC=2C=1.CCN(C(C)C)C(C)C.[CH3:49][C:50]([NH2:54])([C:52]#[CH:53])[CH3:51]. (6) Given the product [CH2:29]([NH:36][C:5]1[N:10]=[C:9]([C:11]2[N:15]3[CH:16]=[CH:17][N:18]=[C:19]([NH:20][CH2:21][CH2:22][N:23]4[CH2:28][CH2:27][O:26][CH2:25][CH2:24]4)[C:14]3=[N:13][CH:12]=2)[CH:8]=[CH:7][N:6]=1)[C:30]1[CH:35]=[CH:34][CH:33]=[CH:32][CH:31]=1, predict the reactants needed to synthesize it. The reactants are: CS([C:5]1[N:10]=[C:9]([C:11]2[N:15]3[CH:16]=[CH:17][N:18]=[C:19]([NH:20][CH2:21][CH2:22][N:23]4[CH2:28][CH2:27][O:26][CH2:25][CH2:24]4)[C:14]3=[N:13][CH:12]=2)[CH:8]=[CH:7][N:6]=1)(=O)=O.[CH2:29]([NH2:36])[C:30]1[CH:35]=[CH:34][CH:33]=[CH:32][CH:31]=1. (7) Given the product [OH:6][CH2:5][CH2:4][CH2:3][C:2]1[C:1](=[O:7])[N:25]=[C:23](/[CH:22]=[CH:21]/[C:15]2[CH:20]=[CH:19][CH:18]=[CH:17][CH:16]=2)[NH:24][CH:8]=1, predict the reactants needed to synthesize it. The reactants are: [C:1]1(=[O:7])[O:6][CH2:5][CH2:4][CH2:3][CH2:2]1.[CH:8](OCC)=O.[H-].[Na+].[C:15]1(/[CH:21]=[CH:22]/[C:23](=[NH:25])[NH2:24])[CH:20]=[CH:19][CH:18]=[CH:17][CH:16]=1.